The task is: Predict the reaction yield, written as a fraction of the theoretical maximum amount of product (1.0 means a 100% yield; for example, 0.34 means a 34% yield).. This data is from Reaction yield outcomes from USPTO patents with 853,638 reactions. (1) The reactants are I[C:2]1[C:10]2[C:5](=[CH:6][C:7]([C@H:11]3[C@@:13]4([C:21]5[C:16](=[CH:17][CH:18]=[C:19]([O:22][CH3:23])[CH:20]=5)[NH:15][C:14]4=[O:24])[CH2:12]3)=[CH:8][CH:9]=2)[NH:4][N:3]=1.CC1(C)C(C)(C)OB(/[CH:33]=[CH:34]/[C:35]2[CH:48]=[CH:47][C:38]([CH2:39][CH2:40][N:41]3[CH2:46][CH2:45][O:44][CH2:43][CH2:42]3)=[CH:37][CH:36]=2)O1.C([O-])([O-])=O.[Na+].[Na+]. The catalyst is C1(C)C=CC=CC=1.CCO.C1C=CC([P]([Pd]([P](C2C=CC=CC=2)(C2C=CC=CC=2)C2C=CC=CC=2)([P](C2C=CC=CC=2)(C2C=CC=CC=2)C2C=CC=CC=2)[P](C2C=CC=CC=2)(C2C=CC=CC=2)C2C=CC=CC=2)(C2C=CC=CC=2)C2C=CC=CC=2)=CC=1. The product is [CH3:23][O:22][C:19]1[CH:20]=[C:21]2[C:16](=[CH:17][CH:18]=1)[NH:15][C:14](=[O:24])[C@:13]12[CH2:12][C@H:11]1[C:7]1[CH:6]=[C:5]2[C:10]([C:2]([CH:33]=[CH:34][C:35]3[CH:36]=[CH:37][C:38]([CH2:39][CH2:40][N:41]4[CH2:46][CH2:45][O:44][CH2:43][CH2:42]4)=[CH:47][CH:48]=3)=[N:3][NH:4]2)=[CH:9][CH:8]=1. The yield is 0.450. (2) The reactants are C([O:5][C:6]([CH2:8][CH2:9][CH:10]([C:16]([O:18][CH2:19][CH3:20])=[O:17])[C:11]([O:13][CH2:14][CH3:15])=[O:12])=[O:7])(C)(C)C.C(O)(C(F)(F)F)=O. The catalyst is C(Cl)Cl. The product is [C:6]([CH2:8][CH2:9][CH:10]([C:11]([O:13][CH2:14][CH3:15])=[O:12])[C:16]([O:18][CH2:19][CH3:20])=[O:17])([OH:7])=[O:5]. The yield is 1.00. (3) The reactants are [OH:1][C@H:2]1[CH2:7][CH2:6][C@@H:5]([NH:8][C:9](=[O:15])[O:10][C:11]([CH3:14])([CH3:13])[CH3:12])[CH2:4][C:3]1([CH3:17])[CH3:16].CC(OI1(OC(C)=O)(OC(C)=O)OC(=O)C2C=CC=CC1=2)=O. The catalyst is C(Cl)Cl. The product is [CH3:16][C:3]1([CH3:17])[C:2](=[O:1])[CH2:7][CH2:6][C@@H:5]([NH:8][C:9](=[O:15])[O:10][C:11]([CH3:14])([CH3:13])[CH3:12])[CH2:4]1. The yield is 0.650.